This data is from Full USPTO retrosynthesis dataset with 1.9M reactions from patents (1976-2016). The task is: Predict the reactants needed to synthesize the given product. (1) Given the product [F:7][C:8]1[CH:13]=[CH:12][C:11]([C:14]2[S:15][C:16]3[C:22](=[O:2])[C:21]([O:23][CH3:24])=[CH:20][C:19](=[O:25])[C:17]=3[N:18]=2)=[CH:10][CH:9]=1, predict the reactants needed to synthesize it. The reactants are: [N+]([O-])([O-])=[O:2].[NH4+].[Ce].[F:7][C:8]1[CH:13]=[CH:12][C:11]([C:14]2[S:15][C:16]3[CH:22]=[C:21]([O:23][CH3:24])[CH:20]=[C:19]([O:25]C)[C:17]=3[N:18]=2)=[CH:10][CH:9]=1. (2) Given the product [Si:13]([O:20][CH2:21][CH:22]([C:23]1[S:24][C:25]([Cl:28])=[CH:26][CH:27]=1)[O:30][C:1](=[O:2])[NH2:8])([C:16]([CH3:19])([CH3:18])[CH3:17])([CH3:15])[CH3:14], predict the reactants needed to synthesize it. The reactants are: [C:1]([N:8]1C=CN=C1)(N1C=CN=C1)=[O:2].[Si:13]([O:20][CH:21](O)[CH2:22][C:23]1[S:24][C:25]([Cl:28])=[CH:26][CH:27]=1)([C:16]([CH3:19])([CH3:18])[CH3:17])([CH3:15])[CH3:14].[OH-:30].[NH4+]. (3) Given the product [F:8][C:9]([F:29])([C:13]([F:27])([F:28])[C:14]([F:25])([F:26])[C:15]([F:23])([F:24])[C:16]([F:21])([F:22])[C:17]([F:20])([F:19])[F:18])[CH2:10][CH2:11][O:12][CH2:2][C:3]1([CH3:7])[CH2:6][O:5][CH2:4]1, predict the reactants needed to synthesize it. The reactants are: Br[CH2:2][C:3]1([CH3:7])[CH2:6][O:5][CH2:4]1.[F:8][C:9]([F:29])([C:13]([F:28])([F:27])[C:14]([F:26])([F:25])[C:15]([F:24])([F:23])[C:16]([F:22])([F:21])[C:17]([F:20])([F:19])[F:18])[CH2:10][CH2:11][OH:12].[H-].[Na+]. (4) Given the product [Cl:1][C:2]1[CH:3]=[C:4]([NH:5][CH:14]=[C:15]([C:16]([O:18][CH2:19][CH3:20])=[O:17])[C:21]([O:23][CH2:24][CH3:25])=[O:22])[CH:6]=[CH:7][C:8]=1[O:9][CH3:10], predict the reactants needed to synthesize it. The reactants are: [Cl:1][C:2]1[CH:3]=[C:4]([CH:6]=[CH:7][C:8]=1[O:9][CH3:10])[NH2:5].C(O[CH:14]=[C:15]([C:21]([O:23][CH2:24][CH3:25])=[O:22])[C:16]([O:18][CH2:19][CH3:20])=[O:17])C.